Dataset: Forward reaction prediction with 1.9M reactions from USPTO patents (1976-2016). Task: Predict the product of the given reaction. (1) Given the reactants [C:1]([N:11]([CH2:13][C:14]([OH:16])=[O:15])[CH3:12])([O:3][CH2:4][C:5]1[CH:10]=[CH:9][CH:8]=[CH:7][CH:6]=1)=[O:2].[CH3:17][C:18]([C:21]1[CH:22]=[C:23]([C:32](=[O:35])[CH2:33]Br)[CH:24]=[C:25]([C:28]([CH3:31])([CH3:30])[CH3:29])[C:26]=1[OH:27])([CH3:20])[CH3:19].C(=O)([O-])[O-].[Cs+].[Cs+], predict the reaction product. The product is: [CH3:12][N:11]([C:1]([O:3][CH2:4][C:5]1[CH:10]=[CH:9][CH:8]=[CH:7][CH:6]=1)=[O:2])[CH2:13][C:14]([O:16][CH2:33][C:32]([C:23]1[CH:24]=[C:25]([C:28]([CH3:30])([CH3:29])[CH3:31])[C:26]([OH:27])=[C:21]([C:18]([CH3:20])([CH3:19])[CH3:17])[CH:22]=1)=[O:35])=[O:15]. (2) Given the reactants [CH3:1][O:2][C:3]([C:5]1[CH:13]=[C:12]2[C:8]([C:9]([CH3:14])=[N:10][NH:11]2)=[CH:7][CH:6]=1)=[O:4].[H-].[Na+].[Cl:17][C:18]1[CH:25]=[C:24]([Cl:26])[CH:23]=[CH:22][C:19]=1[CH2:20]Cl, predict the reaction product. The product is: [Cl:17][C:18]1[CH:25]=[C:24]([Cl:26])[CH:23]=[CH:22][C:19]=1[CH2:20][N:11]1[C:12]2[C:8](=[CH:7][CH:6]=[C:5]([C:3]([O:2][CH3:1])=[O:4])[CH:13]=2)[C:9]([CH3:14])=[N:10]1. (3) Given the reactants P([O-])([O-])([O-])=O.[K+].[K+].[K+].C1(P(C2CCCCC2)[C:16]2[CH:21]=[CH:20][CH:19]=[CH:18][C:17]=2[C:22]2[CH:27]=[CH:26][CH:25]=[CH:24][CH:23]=2)CCCCC1.ClC1C(C)=[C:37]([C:41]2[CH:46]=[CH:45][CH:44]=[CH:43][CH:42]=2)[CH:38]=[CH:39][CH:40]=1.[CH2:48](OCC)C, predict the reaction product. The product is: [CH3:48][C:16]1[C:21]([C:39]2[CH:38]=[CH:37][C:41]3[C:42](=[CH:43][CH:44]=[CH:45][CH:46]=3)[CH:40]=2)=[CH:20][CH:19]=[CH:18][C:17]=1[C:22]1[CH:23]=[CH:24][CH:25]=[CH:26][CH:27]=1.